From a dataset of Forward reaction prediction with 1.9M reactions from USPTO patents (1976-2016). Predict the product of the given reaction. (1) Given the reactants [CH3:1][NH:2]C(C1C(=O)C(C2C=CN=C(C(F)(F)F)C=2)=C(C)N(C(C2C=CC(Br)=CN=2)C)C=1)=O.[CH2:32]([NH:34][C:35]([C:37]1[C:42](=[O:43])[C:41]([C:44]2[CH:49]=[CH:48][CH:47]=[C:46]([CH:50]([F:52])[F:51])[CH:45]=2)=[C:40]([CH3:53])[N:39]([CH:54]([C:56]2[CH:61]=[CH:60][C:59](Br)=[CH:58][N:57]=2)[CH3:55])[CH:38]=1)=[O:36])[CH3:33], predict the reaction product. The product is: [CH2:32]([NH:34][C:35]([C:37]1[C:42](=[O:43])[C:41]([C:44]2[CH:49]=[CH:48][CH:47]=[C:46]([CH:50]([F:52])[F:51])[CH:45]=2)=[C:40]([CH3:53])[N:39]([CH:54]([C:56]2[CH:61]=[CH:60][C:59]([C:1]#[N:2])=[CH:58][N:57]=2)[CH3:55])[CH:38]=1)=[O:36])[CH3:33]. (2) The product is: [C:51]([O:55][C@@H:56]([C:61]1[C:90]([CH3:91])=[C:89]([CH2:92][NH:93][CH2:2][C:1]([OH:5])([CH3:4])[CH3:3])[C:88]2=[N:97][C:85]3=[CH:86][N:87]2[C:62]=1[N:63]1[CH2:64][CH2:65][C:66]([CH3:103])([O:67][CH2:68][CH2:69][CH2:70][CH2:71][C@H:72]([CH3:100])[O:73][C:74]2[CH:75]=[CH:76][C:77]([F:99])=[CH:78][C:79]=2[C:80]2[CH:98]=[C:84]3[CH:83]=[CH:82][CH:81]=2)[CH2:101][CH2:102]1)[C:57]([O:59][CH3:60])=[O:58])([CH3:53])([CH3:54])[CH3:52]. Given the reactants [C:1]([O:5][C@@H](C1C(C)=C(C=O)C2=NC3=CN2C=1N1C[CH2:3][C:1]([CH3:4])([O:5]CCCC[C@H](C)OC2C=CC(F)=CC=2C2C=C3C=CC=2)[CH2:2]C1)C(OC)=O)([CH3:4])([CH3:3])[CH3:2].[C:51]([O:55][C@@H:56]([C:61]1[C:90]([CH3:91])=[C:89]([CH2:92][NH:93]C(C)C)[C:88]2=[N:97][C:85]3=[CH:86][N:87]2[C:62]=1[N:63]1[CH2:102][CH2:101][C:66]([CH3:103])([O:67][CH2:68][CH2:69][CH2:70][CH2:71][C@H:72]([CH3:100])[O:73][C:74]2[CH:75]=[CH:76][C:77]([F:99])=[CH:78][C:79]=2[C:80]2[CH:98]=[C:84]3[CH:83]=[CH:82][CH:81]=2)[CH2:65][CH2:64]1)[C:57]([O:59][CH3:60])=[O:58])([CH3:54])([CH3:53])[CH3:52], predict the reaction product. (3) Given the reactants Cl.C([O:6][C:7]([C:9]1[N:10]=[N:11][C:12]([C:15]2[CH:20]=[CH:19][C:18]([C:21]3([C:25]4[CH:30]=[CH:29][C:28]([O:31][CH2:32][C:33]5[CH:38]=[CH:37][CH:36]=[CH:35][N:34]=5)=[CH:27][CH:26]=4)[CH2:24][CH2:23][CH2:22]3)=[CH:17][CH:16]=2)=[CH:13][CH:14]=1)=[CH2:8])CCC, predict the reaction product. The product is: [N:34]1[CH:35]=[CH:36][CH:37]=[CH:38][C:33]=1[CH2:32][O:31][C:28]1[CH:27]=[CH:26][C:25]([C:21]2([C:18]3[CH:19]=[CH:20][C:15]([C:12]4[N:11]=[N:10][C:9]([C:7](=[O:6])[CH3:8])=[CH:14][CH:13]=4)=[CH:16][CH:17]=3)[CH2:24][CH2:23][CH2:22]2)=[CH:30][CH:29]=1. (4) Given the reactants [Cl:1][C:2]1[CH:7]=[C:6]([NH:8][N+]([O-])=O)[CH:5]=[C:4]([Cl:12])[N:3]=1.[OH-:13].[Na+].[NH4+:15].[OH-:16], predict the reaction product. The product is: [Cl:12][C:4]1[C:5]([N+:15]([O-:16])=[O:13])=[C:6]([NH2:8])[CH:7]=[C:2]([Cl:1])[N:3]=1.